From a dataset of Forward reaction prediction with 1.9M reactions from USPTO patents (1976-2016). Predict the product of the given reaction. (1) Given the reactants Br[C:2]1[C:3]([O:10][CH3:11])=[N:4][CH:5]=[N:6][C:7]=1[O:8][CH3:9].[N:12]1[CH:17]=[CH:16][C:15](B(O)O)=[CH:14][CH:13]=1.C([O-])([O-])=O.[K+].[K+], predict the reaction product. The product is: [CH3:11][O:10][C:3]1[C:2]([C:15]2[CH:16]=[CH:17][N:12]=[CH:13][CH:14]=2)=[C:7]([O:8][CH3:9])[N:6]=[CH:5][N:4]=1. (2) Given the reactants Cl[C:2]1[C:7]([Cl:8])=[CH:6][CH:5]=[CH:4][C:3]=1[N+:9]([O-:11])=[O:10].[NH:12]1[CH2:17][CH2:16][CH2:15][CH2:14][CH2:13]1, predict the reaction product. The product is: [Cl:8][C:7]1[CH:6]=[CH:5][CH:4]=[C:3]([N+:9]([O-:11])=[O:10])[C:2]=1[N:12]1[CH2:17][CH2:16][CH2:15][CH2:14][CH2:13]1. (3) The product is: [CH3:71][C@H:68]1[CH2:69][CH2:70][C@H:65]([C:63]([N:59]([CH:60]([CH3:62])[CH3:61])[C:52]2[CH:51]=[C:50]([C:47]3[CH:48]=[CH:49][C:44]([NH:43][C:7]([C:3]4[N:2]=[N:1][CH:6]=[CH:5][CH:4]=4)=[O:9])=[CH:45][CH:46]=3)[S:54][C:53]=2[C:55]([O:57][CH3:58])=[O:56])=[O:64])[CH2:66][CH2:67]1. Given the reactants [N:1]1[CH:6]=[CH:5][CH:4]=[C:3]([C:7]([OH:9])=O)[N:2]=1.CN(C(ON1N=NC2C=CC=NC1=2)=[N+](C)C)C.F[P-](F)(F)(F)(F)F.CCN(C(C)C)C(C)C.[NH2:43][C:44]1[CH:49]=[CH:48][C:47]([C:50]2[S:54][C:53]([C:55]([O:57][CH3:58])=[O:56])=[C:52]([N:59]([C:63]([C@H:65]3[CH2:70][CH2:69][C@H:68]([CH3:71])[CH2:67][CH2:66]3)=[O:64])[CH:60]([CH3:62])[CH3:61])[CH:51]=2)=[CH:46][CH:45]=1, predict the reaction product.